Dataset: Forward reaction prediction with 1.9M reactions from USPTO patents (1976-2016). Task: Predict the product of the given reaction. (1) Given the reactants [O:1]1[CH2:6][CH2:5][N:4]([C:7]2[CH:12]=[CH:11][C:10]([C:13]3[N:35]([S:36]([C:39]4[CH:44]=[CH:43][CH:42]=[CH:41][CH:40]=4)(=[O:38])=[O:37])[C:16]4=[N:17][CH:18]=[CH:19][C:20]([C:21]5[CH:22]=[CH:23][C:24]([O:29][C@@H:30]6[CH2:34][CH2:33][NH:32][CH2:31]6)=[C:25]([CH:28]=5)[C:26]#[N:27])=[C:15]4[CH:14]=3)=[CH:9][CH:8]=2)[CH2:3][CH2:2]1.[O:45]1[CH2:48][C:47](=O)[CH2:46]1.C(O[BH-](OC(=O)C)OC(=O)C)(=O)C.[Na+].C(O)(=O)C, predict the reaction product. The product is: [O:1]1[CH2:6][CH2:5][N:4]([C:7]2[CH:8]=[CH:9][C:10]([C:13]3[N:35]([S:36]([C:39]4[CH:40]=[CH:41][CH:42]=[CH:43][CH:44]=4)(=[O:38])=[O:37])[C:16]4=[N:17][CH:18]=[CH:19][C:20]([C:21]5[CH:22]=[CH:23][C:24]([O:29][C@@H:30]6[CH2:34][CH2:33][N:32]([CH:47]7[CH2:48][O:45][CH2:46]7)[CH2:31]6)=[C:25]([CH:28]=5)[C:26]#[N:27])=[C:15]4[CH:14]=3)=[CH:11][CH:12]=2)[CH2:3][CH2:2]1. (2) Given the reactants Br[CH2:2][C:3]1[C:8]([CH3:9])=[CH:7][CH:6]=[CH:5][C:4]=1[N:10]1[C:14](=[O:15])[N:13]([CH3:16])[N:12]=[N:11]1.[OH:17][C:18]1[CH:19]=[C:20]([CH:25]=[CH:26][CH:27]=1)[C:21]([O:23][CH3:24])=[O:22].C(=O)([O-])[O-].[K+].[K+].C(#N)C, predict the reaction product. The product is: [CH3:24][O:23][C:21]([C:20]1[CH:19]=[C:18]([CH:27]=[CH:26][CH:25]=1)[O:17][CH2:2][C:3]1[C:8]([CH3:9])=[CH:7][CH:6]=[CH:5][C:4]=1[N:10]1[C:14](=[O:15])[N:13]([CH3:16])[N:12]=[N:11]1)=[O:22].